From a dataset of Peptide-MHC class I binding affinity with 185,985 pairs from IEDB/IMGT. Regression. Given a peptide amino acid sequence and an MHC pseudo amino acid sequence, predict their binding affinity value. This is MHC class I binding data. (1) The peptide sequence is LYSFALMLI. The MHC is HLA-B08:01 with pseudo-sequence HLA-B08:01. The binding affinity (normalized) is 0.213. (2) The peptide sequence is ALCRWGLLL. The MHC is HLA-A02:02 with pseudo-sequence HLA-A02:02. The binding affinity (normalized) is 0.149. (3) The peptide sequence is AEMKTDAAT. The MHC is HLA-A02:02 with pseudo-sequence HLA-A02:02. The binding affinity (normalized) is 0. (4) The peptide sequence is TLWKAGILYK. The MHC is HLA-A31:01 with pseudo-sequence HLA-A31:01. The binding affinity (normalized) is 0.498. (5) The peptide sequence is FTQVSQVQRL. The MHC is Mamu-A01 with pseudo-sequence Mamu-A01. The binding affinity (normalized) is 0.708. (6) The peptide sequence is VWTLMNVITL. The MHC is HLA-A26:01 with pseudo-sequence HLA-A26:01. The binding affinity (normalized) is 0.324. (7) The peptide sequence is YQAFRTKVH. The MHC is HLA-B08:02 with pseudo-sequence HLA-B08:02. The binding affinity (normalized) is 0.0847. (8) The peptide sequence is WLLGAAMVGA. The MHC is HLA-A02:01 with pseudo-sequence HLA-A02:01. The binding affinity (normalized) is 0.679. (9) The peptide sequence is QRSTLERTSKASLER. The MHC is HLA-B54:01 with pseudo-sequence HLA-B54:01. The binding affinity (normalized) is 0. (10) The peptide sequence is KYYTSYTLK. The MHC is HLA-A26:02 with pseudo-sequence HLA-A26:02. The binding affinity (normalized) is 0.0847.